From a dataset of Forward reaction prediction with 1.9M reactions from USPTO patents (1976-2016). Predict the product of the given reaction. (1) Given the reactants [CH3:1][C:2]1[C:7]([CH3:8])=[C:6]([CH3:9])[N:5]=[C:4]([N:10]2[CH2:17][CH:16]3[CH:12]([CH2:13][NH:14][CH2:15]3)[CH2:11]2)[N:3]=1.[F:18][C:19]1[C:20]([C:28]2[N:33]=[CH:32][CH:31]=[CH:30][N:29]=2)=[C:21]([CH:25]=[CH:26][CH:27]=1)[C:22](O)=[O:23], predict the reaction product. The product is: [F:18][C:19]1[C:20]([C:28]2[N:29]=[CH:30][CH:31]=[CH:32][N:33]=2)=[C:21]([C:22]([N:14]2[CH2:13][CH:12]3[CH:16]([CH2:17][N:10]([C:4]4[N:5]=[C:6]([CH3:9])[C:7]([CH3:8])=[C:2]([CH3:1])[N:3]=4)[CH2:11]3)[CH2:15]2)=[O:23])[CH:25]=[CH:26][CH:27]=1. (2) Given the reactants C[O:2][CH:3](OC)[CH2:4][CH2:5][N:6]1[CH:14]=[C:13]2[C:8]([CH:9]=[C:10]([NH:15][C:16]([NH:18][C:19]3[CH:24]=[CH:23][C:22]([O:25][C:26]4[CH:31]=[CH:30][CH:29]=[CH:28][CH:27]=4)=[CH:21][CH:20]=3)=[O:17])[CH:11]=[CH:12]2)=[N:7]1.Cl, predict the reaction product. The product is: [O:2]=[CH:3][CH2:4][CH2:5][N:6]1[CH:14]=[C:13]2[C:8]([CH:9]=[C:10]([NH:15][C:16]([NH:18][C:19]3[CH:24]=[CH:23][C:22]([O:25][C:26]4[CH:31]=[CH:30][CH:29]=[CH:28][CH:27]=4)=[CH:21][CH:20]=3)=[O:17])[CH:11]=[CH:12]2)=[N:7]1. (3) Given the reactants [S:1]1[C:5]2[CH:6]=[C:7]([NH:10][C:11]3[N:16]=[CH:15][C:14]([C:17]4[O:21][C:20]([NH:22][CH:23]5[CH2:28][CH2:27][N:26](C(OC(C)(C)C)=O)[CH2:25][CH2:24]5)=[N:19][N:18]=4)=[C:13]([NH:36][CH:37]([CH3:39])[CH3:38])[CH:12]=3)[CH:8]=[CH:9][C:4]=2[N:3]=[CH:2]1.Cl, predict the reaction product. The product is: [S:1]1[C:5]2[CH:6]=[C:7]([NH:10][C:11]3[CH:12]=[C:13]([NH:36][CH:37]([CH3:39])[CH3:38])[C:14]([C:17]4[O:21][C:20]([NH:22][CH:23]5[CH2:28][CH2:27][NH:26][CH2:25][CH2:24]5)=[N:19][N:18]=4)=[CH:15][N:16]=3)[CH:8]=[CH:9][C:4]=2[N:3]=[CH:2]1.